Dataset: Peptide-MHC class I binding affinity with 185,985 pairs from IEDB/IMGT. Task: Regression. Given a peptide amino acid sequence and an MHC pseudo amino acid sequence, predict their binding affinity value. This is MHC class I binding data. The peptide sequence is KPFNNILNL. The MHC is H-2-Dd with pseudo-sequence H-2-Dd. The binding affinity (normalized) is 0.